Dataset: Catalyst prediction with 721,799 reactions and 888 catalyst types from USPTO. Task: Predict which catalyst facilitates the given reaction. Reactant: [C:1]([C:3]1[C:8](=[O:9])[NH:7][C:6]([C:10]([O:12][CH2:13][CH3:14])=[O:11])=[CH:5][C:4]=1[CH3:15])#[N:2].F[B-](F)(F)F.[CH3:21][O+](C)C.[OH-].[Na+]. Product: [C:1]([C:3]1[C:4]([CH3:15])=[CH:5][C:6]([C:10]([O:12][CH2:13][CH3:14])=[O:11])=[N:7][C:8]=1[O:9][CH3:21])#[N:2]. The catalyst class is: 2.